Predict the reaction yield, written as a fraction of the theoretical maximum amount of product (1.0 means a 100% yield; for example, 0.34 means a 34% yield). From a dataset of Reaction yield outcomes from USPTO patents with 853,638 reactions. (1) The reactants are Br[C:2]1[CH:3]=[CH:4][C:5]2[N:6]([C:8]([C:11]([NH:13][CH2:14][CH3:15])=[O:12])=[CH:9][N:10]=2)[CH:7]=1.[CH:16]([B-](F)(F)F)=[CH2:17].[K+].C(N(CC)CC)C. The catalyst is C1C=CC(P(C2C=CC=CC=2)[C-]2C=CC=C2)=CC=1.C1C=CC(P(C2C=CC=CC=2)[C-]2C=CC=C2)=CC=1.Cl[Pd]Cl.[Fe+2].C(Cl)Cl.C(O)CC. The product is [CH:16]([C:2]1[CH:3]=[CH:4][C:5]2[N:6]([C:8]([C:11]([NH:13][CH2:14][CH3:15])=[O:12])=[CH:9][N:10]=2)[CH:7]=1)=[CH2:17]. The yield is 0.890. (2) The reactants are [Cl:1][C:2]1[CH:7]=[C:6]([CH2:8]O)[C:5]([Cl:10])=[CH:4][C:3]=1[CH2:11][CH2:12][C:13]([O:15][C:16]([CH3:19])([CH3:18])[CH3:17])=[O:14].C1C(=O)N([Br:27])C(=O)C1.C1C=CC(P(C2C=CC=CC=2)C2C=CC=CC=2)=CC=1. The catalyst is ClCCl.O1CCCC1.C(OCC)(=O)C. The product is [Br:27][CH2:8][C:6]1[C:5]([Cl:10])=[CH:4][C:3]([CH2:11][CH2:12][C:13]([O:15][C:16]([CH3:19])([CH3:18])[CH3:17])=[O:14])=[C:2]([Cl:1])[CH:7]=1. The yield is 0.620. (3) The reactants are [F:1][C:2]([F:13])([C:6]1[CH:11]=[CH:10][C:9]([F:12])=[CH:8][CH:7]=1)[C:3]([OH:5])=O.CN(C(ON1N=NC2C=CC=NC1=2)=[N+](C)C)C.F[P-](F)(F)(F)(F)F.[NH2:38][N:39]1[C:43]([C:44](=[O:46])[NH2:45])=[CH:42][C:41]([C:47]([O:49][CH3:50])=[O:48])=[CH:40]1.CCN(C(C)C)C(C)C. The catalyst is CN(C=O)C.CO.CCOC(C)=O. The product is [C:44]([C:43]1[N:39]([NH:38][C:3](=[O:5])[C:2]([F:1])([F:13])[C:6]2[CH:11]=[CH:10][C:9]([F:12])=[CH:8][CH:7]=2)[CH:40]=[C:41]([C:47]([O:49][CH3:50])=[O:48])[CH:42]=1)(=[O:46])[NH2:45]. The yield is 0.420. (4) The reactants are C[O:2][C:3](=[O:33])[CH2:4][CH:5]1[CH2:13][C:12]2[C:7](=[CH:8][CH:9]=[C:10]([S:14]([N:17]3[CH2:22][CH2:21][N:20]([C:23]4[CH:28]=[CH:27][C:26]([C:29]([F:32])([F:31])[F:30])=[CH:25][CH:24]=4)[CH2:19][CH2:18]3)(=[O:16])=[O:15])[CH:11]=2)[CH2:6]1.[Li+].[OH-]. The catalyst is C1COCC1. The product is [F:32][C:29]([F:30])([F:31])[C:26]1[CH:27]=[CH:28][C:23]([N:20]2[CH2:19][CH2:18][N:17]([S:14]([C:10]3[CH:11]=[C:12]4[C:7](=[CH:8][CH:9]=3)[CH2:6][CH:5]([CH2:4][C:3]([OH:33])=[O:2])[CH2:13]4)(=[O:15])=[O:16])[CH2:22][CH2:21]2)=[CH:24][CH:25]=1. The yield is 0.980. (5) The reactants are C[O:2][C:3]([C:5]1[CH:6]=[C:7]2[C:12](=[CH:13][CH:14]=1)[NH:11][CH:10]([C:15]1[CH:20]=[CH:19][CH:18]=[CH:17][C:16]=1[CH2:21][CH3:22])[CH2:9][C:8]2([CH3:24])[CH3:23])=[O:4].[OH-].[Na+].Cl. The catalyst is CO.O1CCCC1.O. The product is [CH2:21]([C:16]1[CH:17]=[CH:18][CH:19]=[CH:20][C:15]=1[CH:10]1[CH2:9][C:8]([CH3:24])([CH3:23])[C:7]2[C:12](=[CH:13][CH:14]=[C:5]([C:3]([OH:4])=[O:2])[CH:6]=2)[NH:11]1)[CH3:22]. The yield is 0.900. (6) The reactants are [Cl:1][C:2]1[CH:10]=[CH:9][C:5]([C:6]([OH:8])=O)=[CH:4][CH:3]=1.CN(C(ON1N=NC2C=CC=CC1=2)=[N+](C)C)C.F[P-](F)(F)(F)(F)F.[NH:35]1[CH:39]=[CH:38][N:37]=[C:36]1[NH:40][C:41]([C:43]1[C:51]2[NH:50][C:49]([NH2:52])=[N:48][C:47]=2[CH:46]=[CH:45][CH:44]=1)=[O:42]. The catalyst is CN(C=O)C.CCN(C(C)C)C(C)C. The product is [NH:37]1[CH:38]=[CH:39][N:35]=[C:36]1[NH:40][C:41]([C:43]1[C:51]2[N:50]=[C:49]([NH:52][C:6](=[O:8])[C:5]3[CH:4]=[CH:3][C:2]([Cl:1])=[CH:10][CH:9]=3)[NH:48][C:47]=2[CH:46]=[CH:45][CH:44]=1)=[O:42]. The yield is 0.172. (7) The reactants are [Al+3].[Cl-].[Cl-].[Cl-].C(O[C:9](=[O:11])[CH3:10])(=O)C.[C:12]1([S:18]([N:21]2[C:29]3[C:24](=[CH:25][CH:26]=[CH:27][CH:28]=3)[CH2:23][CH2:22]2)(=[O:20])=[O:19])[CH:17]=[CH:16][CH:15]=[CH:14][CH:13]=1. The catalyst is C(Cl)Cl. The product is [C:12]1([S:18]([N:21]2[C:29]3[C:24](=[CH:25][C:26]([C:9](=[O:11])[CH3:10])=[CH:27][CH:28]=3)[CH2:23][CH2:22]2)(=[O:20])=[O:19])[CH:13]=[CH:14][CH:15]=[CH:16][CH:17]=1. The yield is 0.790.